From a dataset of Reaction yield outcomes from USPTO patents with 853,638 reactions. Predict the reaction yield, written as a fraction of the theoretical maximum amount of product (1.0 means a 100% yield; for example, 0.34 means a 34% yield). (1) No catalyst specified. The product is [O:35]1[CH2:36][CH2:37][N:32]([C:25]([C:24]2[CH:28]=[CH:29][CH:30]=[C:22]([C:19]3[CH:18]=[CH:17][N:16]=[C:15]4[CH:14]=[C:13]([C:5]5[CH:4]=[C:3]([O:2][CH3:1])[C:8]([O:9][CH3:10])=[C:7]([O:11][CH3:12])[CH:6]=5)[O:21][C:20]=34)[CH:23]=2)=[O:26])[CH2:33][CH2:34]1. The reactants are [CH3:1][O:2][C:3]1[CH:4]=[C:5]([C:13]2[O:21][C:20]3[C:15](=[N:16][CH:17]=[CH:18][C:19]=3[C:22]3[CH:23]=[C:24]([CH:28]=[CH:29][CH:30]=3)[C:25](O)=[O:26])[CH:14]=2)[CH:6]=[C:7]([O:11][CH3:12])[C:8]=1[O:9][CH3:10].C[N:32]1[CH2:37][CH2:36][O:35][CH2:34][CH2:33]1. The yield is 0.700. (2) The reactants are [N:1]1([C:7]2[N:15]=[C:14]([C:16]3[CH:17]=[C:18]([OH:22])[CH:19]=[CH:20][CH:21]=3)[N:13]=[C:12]3[C:8]=2[N:9]=[CH:10][N:11]3[CH:23]2[CH2:28][CH2:27][NH:26][CH2:25][CH2:24]2)[CH2:6][CH2:5][O:4][CH2:3][CH2:2]1.[BH3-][C:30]#[N:31].[Na+].[CH3:33][OH:34]. The catalyst is [Cl-].[Zn+2].[Cl-]. The product is [CH3:33][O:34][C:30]1[N:31]=[CH:14][C:16]([CH2:17][N:26]2[CH2:27][CH2:28][CH:23]([N:11]3[CH:10]=[N:9][C:8]4[C:12]3=[N:13][C:14]([C:16]3[CH:17]=[C:18]([OH:22])[CH:19]=[CH:20][CH:21]=3)=[N:15][C:7]=4[N:1]3[CH2:6][CH2:5][O:4][CH2:3][CH2:2]3)[CH2:24][CH2:25]2)=[CH:21][CH:20]=1. The yield is 0.490. (3) The reactants are Cl[C:2]1[N:7]=[C:6]2[CH2:8][CH2:9][CH2:10][C:5]2=[C:4]([Cl:11])[CH:3]=1.[NH:12]1[CH2:16][CH2:15][CH2:14][CH2:13]1. No catalyst specified. The product is [Cl:11][C:4]1[CH:3]=[C:2]([N:12]2[CH2:16][CH2:15][CH2:14][CH2:13]2)[N:7]=[C:6]2[CH2:8][CH2:9][CH2:10][C:5]=12. The yield is 0.380. (4) The reactants are [I:1][C:2]1[C:10]2[C:5](=[CH:6][CH:7]=[C:8]([C:11]([OH:13])=O)[CH:9]=2)[NH:4][N:3]=1.CN(C(ON1N=N[C:24]2[CH:25]=[CH:26][CH:27]=[CH:28][C:23]1=2)=[N+](C)C)C.[B-](F)(F)(F)F.CCN([CH:42]([CH3:44])[CH3:43])C(C)C.C[N:46]([CH:48]=O)C. No catalyst specified. The product is [CH:42]1([C@@H:48]([C:23]2[CH:24]=[CH:25][CH:26]=[CH:27][CH:28]=2)[NH:46][C:11]([C:8]2[CH:9]=[C:10]3[C:5](=[CH:6][CH:7]=2)[NH:4][N:3]=[C:2]3[I:1])=[O:13])[CH2:44][CH2:43]1. The yield is 0.980. (5) The reactants are [Br:1][C:2]1[N:7]=[C:6](I)[C:5]([NH2:9])=[CH:4][CH:3]=1.CCO.C([O-])([O-])=O.[Na+].[Na+].[CH3:19][C:20]1([CH3:29])[CH2:25][CH2:24][C:23](B(O)O)=[CH:22][CH2:21]1. The catalyst is C1(C)C=CC=CC=1.CCOC(C)=O.C1C=CC([P]([Pd]([P](C2C=CC=CC=2)(C2C=CC=CC=2)C2C=CC=CC=2)([P](C2C=CC=CC=2)(C2C=CC=CC=2)C2C=CC=CC=2)[P](C2C=CC=CC=2)(C2C=CC=CC=2)C2C=CC=CC=2)(C2C=CC=CC=2)C2C=CC=CC=2)=CC=1. The product is [Br:1][C:2]1[N:7]=[C:6]([C:23]2[CH2:24][CH2:25][C:20]([CH3:29])([CH3:19])[CH2:21][CH:22]=2)[C:5]([NH2:9])=[CH:4][CH:3]=1. The yield is 0.710. (6) The catalyst is CN(C=O)C.[Hg](Cl)Cl. The yield is 0.400. The product is [CH3:8][O:7][C:5](=[O:6])[C:4](=[C:23]([NH:25][C@H:26]1[CH2:32][CH2:31][CH2:30][CH2:29][N:28]([CH2:33][C:34](=[O:35])[N:36]2[CH2:37][CH2:38][CH2:39][CH2:40]2)[C:27]1=[O:41])[NH:22][C:19]1[CH:20]=[CH:21][C:15]2[O:14][C:13]([CH3:12])=[CH:17][C:16]=2[CH:18]=1)[C:3]([O:10][CH3:11])=[O:9]. The reactants are [H-].[Na+].[C:3]([O:10][CH3:11])(=[O:9])[CH2:4][C:5]([O:7][CH3:8])=[O:6].[CH3:12][C:13]1[O:14][C:15]2[CH:21]=[CH:20][C:19]([N:22]=[C:23]=S)=[CH:18][C:16]=2[CH:17]=1.[NH2:25][C@H:26]1[CH2:32][CH2:31][CH2:30][CH2:29][N:28]([CH2:33][C:34]([N:36]2[CH2:40][CH2:39][CH2:38][CH2:37]2)=[O:35])[C:27]1=[O:41]. (7) The reactants are [O:1]1[C:5]2[CH:6]=[CH:7][C:8]([C:10]3([C:13]([NH:15][C:16]4[CH:17]=[C:18]5[C:22](=[CH:23][CH:24]=4)[NH:21][C:20]([C:25]([O:27]CC)=[O:26])=[CH:19]5)=[O:14])[CH2:12][CH2:11]3)=[CH:9][C:4]=2[O:3][CH2:2]1.[Li+].[OH-].Cl. The catalyst is O.O1CCOCC1. The product is [O:1]1[C:5]2[CH:6]=[CH:7][C:8]([C:10]3([C:13]([NH:15][C:16]4[CH:17]=[C:18]5[C:22](=[CH:23][CH:24]=4)[NH:21][C:20]([C:25]([OH:27])=[O:26])=[CH:19]5)=[O:14])[CH2:12][CH2:11]3)=[CH:9][C:4]=2[O:3][CH2:2]1. The yield is 0.830.